From a dataset of Reaction yield outcomes from USPTO patents with 853,638 reactions. Predict the reaction yield, written as a fraction of the theoretical maximum amount of product (1.0 means a 100% yield; for example, 0.34 means a 34% yield). The reactants are [CH2:1]([O:8][C:9]1[CH:13]=[C:12]([C:14](OC)=[O:15])[N:11]([CH2:18][CH3:19])[N:10]=1)[C:2]1[CH:7]=[CH:6][CH:5]=[CH:4][CH:3]=1.[H-].[Al+3].[Li+].[H-].[H-].[H-].O.O.O.O.O.O.O.O.O.O.S([O-])([O-])(=O)=O.[Na+].[Na+]. The catalyst is O1CCCC1. The product is [CH2:1]([O:8][C:9]1[CH:13]=[C:12]([CH:14]=[O:15])[N:11]([CH2:18][CH3:19])[N:10]=1)[C:2]1[CH:3]=[CH:4][CH:5]=[CH:6][CH:7]=1. The yield is 0.680.